This data is from Full USPTO retrosynthesis dataset with 1.9M reactions from patents (1976-2016). The task is: Predict the reactants needed to synthesize the given product. Given the product [CH:5]1([Bi:2]([CH:15]2[CH2:14][CH2:13]2)[CH:17]2[CH2:16][CH2:20]2)[CH2:7][CH2:6]1, predict the reactants needed to synthesize it. The reactants are: Cl[Bi:2](Cl)Cl.[CH:5]1([Mg]Br)[CH2:7][CH2:6]1.CCC[CH2:13][CH2:14][CH3:15].[CH2:16]1[CH2:20]OC[CH2:17]1.